This data is from Choline transporter screen with 302,306 compounds. The task is: Binary Classification. Given a drug SMILES string, predict its activity (active/inactive) in a high-throughput screening assay against a specified biological target. (1) The molecule is s1c(C(=O)Nc2c(N3CCOCC3)ccc([N+]([O-])=O)c2)ccc1. The result is 0 (inactive). (2) The compound is ClC1(Cl)C(C1)(C(=O)N1CCN(CC1)c1ccc([N+]([O-])=O)cc1)C. The result is 0 (inactive).